This data is from Full USPTO retrosynthesis dataset with 1.9M reactions from patents (1976-2016). The task is: Predict the reactants needed to synthesize the given product. (1) Given the product [CH3:19][N:1]1[CH2:6][CH2:5][CH2:4][CH:3]([CH2:7][N:8]2[C:13]3[CH:14]=[CH:15][NH:16][C:12]=3[C:11](=[O:17])[NH:10][C:9]2=[S:18])[CH2:2]1, predict the reactants needed to synthesize it. The reactants are: [NH:1]1[CH2:6][CH2:5][CH2:4][CH:3]([CH2:7][N:8]2[C:13]3[CH:14]=[CH:15][NH:16][C:12]=3[C:11](=[O:17])[NH:10][C:9]2=[S:18])[CH2:2]1.[CH:19](O)=O.[BH3-]C#N.[Na+]. (2) Given the product [CH3:17][O:16][C:7](=[O:15])[C:8]1[CH:14]=[CH:13][CH:12]=[CH:11][C:9]=1[O:10][CH2:19][CH2:20][Cl:21], predict the reactants needed to synthesize it. The reactants are: C(=O)([O-])[O-].[K+].[K+].[C:7]([O:16][CH3:17])(=[O:15])[C:8]1[C:9](=[CH:11][CH:12]=[CH:13][CH:14]=1)[OH:10].Br[CH2:19][CH2:20][Cl:21]. (3) Given the product [Br:1][C:2]1[CH:7]=[CH:6][C:5]([S:8]([CH3:11])(=[O:10])=[O:9])=[C:4]([S:19][CH3:18])[CH:3]=1, predict the reactants needed to synthesize it. The reactants are: [Br:1][C:2]1[CH:7]=[CH:6][C:5]([S:8]([CH3:11])(=[O:10])=[O:9])=[C:4](F)[CH:3]=1.CN(C=O)C.[CH3:18][S-:19].[Na+].O. (4) Given the product [CH3:20][O:19][CH:3]([O:2][CH3:1])[CH2:4][N:5]1[C:13]2[C:8](=[CH:9][C:10]([O:18][CH3:21])=[CH:11][C:12]=2[C:14]([O:16][CH3:17])=[O:15])[CH:7]=[N:6]1, predict the reactants needed to synthesize it. The reactants are: [CH3:1][O:2][CH:3]([O:19][CH3:20])[CH2:4][N:5]1[C:13]2[C:8](=[CH:9][C:10]([OH:18])=[CH:11][C:12]=2[C:14]([O:16][CH3:17])=[O:15])[CH:7]=[N:6]1.[C:21](=O)([O-])[O-].[Cs+].[Cs+].IC.